This data is from Reaction yield outcomes from USPTO patents with 853,638 reactions. The task is: Predict the reaction yield, written as a fraction of the theoretical maximum amount of product (1.0 means a 100% yield; for example, 0.34 means a 34% yield). (1) The reactants are [CH2:1]([O:3][C:4](=[O:16])[CH2:5][C@@H:6]([NH2:15])[C:7]1[CH:12]=[CH:11][C:10]([F:13])=[CH:9][C:8]=1[Br:14])[CH3:2].[CH2:17]=[C:18]1[O:22][C:20](=[O:21])[CH2:19]1. The catalyst is C(Cl)Cl. The product is [CH2:1]([O:3][C:4](=[O:16])[CH2:5][C@H:6]([C:7]1[CH:12]=[CH:11][C:10]([F:13])=[CH:9][C:8]=1[Br:14])[NH:15][C:20](=[O:21])[CH2:19][C:18](=[O:22])[CH3:17])[CH3:2]. The yield is 0.990. (2) The reactants are [Cl:1][C:2]1[CH:3]=[CH:4][C:5]([C:8](Cl)=[O:9])=[N:6][CH:7]=1.[NH2:11][C:12]1[CH:13]=[CH:14][C:15]([F:21])=[C:16]([C:18](=[O:20])[CH3:19])[CH:17]=1.CCN(CC)CC. The catalyst is C1COCC1. The product is [C:18]([C:16]1[CH:17]=[C:12]([NH:11][C:8]([C:5]2[CH:4]=[CH:3][C:2]([Cl:1])=[CH:7][N:6]=2)=[O:9])[CH:13]=[CH:14][C:15]=1[F:21])(=[O:20])[CH3:19]. The yield is 0.990.